This data is from Reaction yield outcomes from USPTO patents with 853,638 reactions. The task is: Predict the reaction yield, written as a fraction of the theoretical maximum amount of product (1.0 means a 100% yield; for example, 0.34 means a 34% yield). The reactants are [F:1][C:2]([F:19])([F:18])[C:3]1[CH:4]=[C:5]([CH:15]=[CH:16][CH:17]=1)[CH2:6][O:7][N:8]=[C:9]1[CH2:14][CH2:13][NH:12][CH2:11][CH2:10]1.[C:20](O)(=[O:27])[C:21]1[CH:26]=[CH:25][CH:24]=[CH:23][CH:22]=1.ON1C2C=CC=CC=2N=N1.Cl.C(N=C=NCCCN(C)C)C.C([O-])(O)=O.[Na+]. The catalyst is ClCCl. The product is [F:19][C:2]([F:1])([F:18])[C:3]1[CH:4]=[C:5]([CH:15]=[CH:16][CH:17]=1)[CH2:6][O:7][N:8]=[C:9]1[CH2:14][CH2:13][N:12]([C:20](=[O:27])[C:21]2[CH:26]=[CH:25][CH:24]=[CH:23][CH:22]=2)[CH2:11][CH2:10]1. The yield is 0.640.